From a dataset of Reaction yield outcomes from USPTO patents with 853,638 reactions. Predict the reaction yield, written as a fraction of the theoretical maximum amount of product (1.0 means a 100% yield; for example, 0.34 means a 34% yield). The reactants are [CH3:1][CH2:2]N(C(C)C)C(C)C.[C:10]1([C:24]2[CH:29]=[CH:28][CH:27]=[CH:26][CH:25]=2)[CH:15]=[CH:14][C:13]([N:16](C)[C:17](=[O:22])[CH2:18][C:19]([OH:21])=O)=[CH:12][CH:11]=1.C1C=CC2N(O)N=NC=2C=1.CCN=C=NCCCN(C)C.Cl.Cl.[Br:53][C:54]1[CH:59]=[CH:58][CH:57]=[CH:56][C:55]=1[C:60]([N:62]1[CH2:67][CH2:66][NH:65][CH2:64][CH2:63]1)=[O:61]. The catalyst is CN(C=O)C.O. The product is [C:10]1([C:24]2[CH:25]=[CH:26][CH:27]=[CH:28][CH:29]=2)[CH:11]=[CH:12][C:13]([NH:16][C:17]([C:18]2([C:19]([N:65]3[CH2:64][CH2:63][N:62]([C:60](=[O:61])[C:55]4[CH:56]=[CH:57][CH:58]=[CH:59][C:54]=4[Br:53])[CH2:67][CH2:66]3)=[O:21])[CH2:2][CH2:1]2)=[O:22])=[CH:14][CH:15]=1. The yield is 0.130.